Dataset: Full USPTO retrosynthesis dataset with 1.9M reactions from patents (1976-2016). Task: Predict the reactants needed to synthesize the given product. (1) The reactants are: [CH3:1][O:2][NH:3][C:4]([C:6]1[C:7](=[O:29])[C:8]2[CH:13]=[N:12][C:11](S(C)(=O)=O)=[N:10][C:9]=2[N:18]([C:20]2[CH:21]=[C:22]3[C:26](=[CH:27][CH:28]=2)[CH2:25][CH2:24][CH2:23]3)[CH:19]=1)=[O:5].[O:30]=[S:31]1(=[O:46])[CH2:36][CH2:35][N:34]([CH2:37][CH2:38][C:39]2[CH:40]=[C:41]([NH2:45])[CH:42]=[CH:43][CH:44]=2)[CH2:33][CH2:32]1. Given the product [CH3:1][O:2][NH:3][C:4]([C:6]1[C:7](=[O:29])[C:8]2[CH:13]=[N:12][C:11]([NH:45][C:41]3[CH:42]=[CH:43][CH:44]=[C:39]([CH2:38][CH2:37][N:34]4[CH2:35][CH2:36][S:31](=[O:46])(=[O:30])[CH2:32][CH2:33]4)[CH:40]=3)=[N:10][C:9]=2[N:18]([C:20]2[CH:21]=[C:22]3[C:26](=[CH:27][CH:28]=2)[CH2:25][CH2:24][CH2:23]3)[CH:19]=1)=[O:5], predict the reactants needed to synthesize it. (2) Given the product [NH2:1][C:4]1[CH:9]=[CH:8][C:7]([N:10]2[C:15](=[O:16])[C:14]([C:17]#[N:18])=[C:13]([CH3:19])[C:12]([C:20]([O:22][CH2:23][CH3:24])=[O:21])=[N:11]2)=[CH:6][CH:5]=1, predict the reactants needed to synthesize it. The reactants are: [N+:1]([C:4]1[CH:9]=[CH:8][C:7]([N:10]2[C:15](=[O:16])[C:14]([C:17]#[N:18])=[C:13]([CH3:19])[C:12]([C:20]([O:22][CH2:23][CH3:24])=[O:21])=[N:11]2)=[CH:6][CH:5]=1)([O-])=O. (3) Given the product [CH3:9][N:8]1[C:7](=[O:10])[CH2:6][O:5][CH2:4][C@H:3]1[CH2:2][O:1][S:17]([C:14]1[CH:15]=[CH:16][C:11]([CH3:21])=[CH:12][CH:13]=1)(=[O:19])=[O:18], predict the reactants needed to synthesize it. The reactants are: [OH:1][CH2:2][C@H:3]1[N:8]([CH3:9])[C:7](=[O:10])[CH2:6][O:5][CH2:4]1.[C:11]1([CH3:21])[CH:16]=[CH:15][C:14]([S:17](Cl)(=[O:19])=[O:18])=[CH:13][CH:12]=1.Cl. (4) Given the product [C:1]([C:3]1[CH:4]=[C:5]([NH:6][C:16]([C:12]2[N:11]([CH3:10])[CH:15]=[CH:14][CH:13]=2)=[O:17])[CH:7]=[CH:8][CH:9]=1)#[CH:2], predict the reactants needed to synthesize it. The reactants are: [C:1]([C:3]1[CH:4]=[C:5]([CH:7]=[CH:8][CH:9]=1)[NH2:6])#[CH:2].[CH3:10][N:11]1[CH:15]=[CH:14][CH:13]=[C:12]1[C:16](Cl)=[O:17].C(N(CC)CC)C.